Dataset: Forward reaction prediction with 1.9M reactions from USPTO patents (1976-2016). Task: Predict the product of the given reaction. (1) Given the reactants B(Br)(Br)Br.[CH:5]1([C:12]2[N:16]=[C:15]([CH:17]=[CH:18][C:19]3[CH:24]=[CH:23][C:22]([O:25]C)=[C:21]([O:27]C)[CH:20]=3)[O:14][N:13]=2)[CH2:11][CH2:10][CH2:9][CH2:8][CH2:7][CH2:6]1, predict the reaction product. The product is: [CH:5]1([C:12]2[N:16]=[C:15]([CH:17]=[CH:18][C:19]3[CH:20]=[C:21]([OH:27])[C:22]([OH:25])=[CH:23][CH:24]=3)[O:14][N:13]=2)[CH2:11][CH2:10][CH2:9][CH2:8][CH2:7][CH2:6]1. (2) Given the reactants [CH3:1][N:2]1[C@@H:19]2[CH2:20][C:7]3[CH:8]=[CH:9][C:10]([O:22][CH3:23])=[C:11]4[O:12][C@H:13]5[C:14]([CH2:16][CH2:17][C@:18]2([OH:21])[C@:5]5([C:6]=34)[CH2:4][CH2:3]1)=[O:15].[Cl:24]CCl, predict the reaction product. The product is: [CH3:1][N:2]1[C@@H:19]2[CH2:20][C:7]3[CH:8]=[CH:9][C:10]([O:22][CH3:23])=[C:11]4[O:12][C@H:13]5[C:14]([CH2:16][CH2:17][C@:18]2([OH:21])[C@:5]5([C:6]=34)[CH2:4][CH2:3]1)=[O:15].[ClH:24]. (3) Given the reactants [CH3:1][C:2]1[CH:6]=[C:5]([NH:7][S:8]([C:11]2[CH:16]=[CH:15][C:14]([C:17]3[CH:22]=[CH:21][CH:20]=[C:19]([O:23][CH3:24])[CH:18]=3)=[CH:13][CH:12]=2)(=[O:10])=[O:9])[O:4][N:3]=1.C1C(=O)N([Br:32])C(=O)C1, predict the reaction product. The product is: [Br:32][C:6]1[C:2]([CH3:1])=[N:3][O:4][C:5]=1[NH:7][S:8]([C:11]1[CH:12]=[CH:13][C:14]([C:17]2[CH:22]=[CH:21][CH:20]=[C:19]([O:23][CH3:24])[CH:18]=2)=[CH:15][CH:16]=1)(=[O:10])=[O:9].